From a dataset of Retrosynthesis with 50K atom-mapped reactions and 10 reaction types from USPTO. Predict the reactants needed to synthesize the given product. (1) Given the product COC(=O)C(Cc1ccc(C(F)(F)P(=O)(OC(C)(C)C)OC(C)(C)C)cc1)(Cc1ccc(C(F)(F)P(=O)(OC(C)(C)C)OC(C)(C)C)cc1)C(=O)O, predict the reactants needed to synthesize it. The reactants are: COC(=O)C(Cc1ccc(C(F)(F)P(=O)(OC(C)(C)C)OC(C)(C)C)cc1)(Cc1ccc(C(F)(F)P(=O)(OC(C)(C)C)OC(C)(C)C)cc1)C(=O)OCc1ccccc1. (2) Given the product COCOc1c(C(O)C(C)C)csc1-c1ccc(C(C)(C)C)cc1, predict the reactants needed to synthesize it. The reactants are: CC(C)[Mg+].COCOc1c(C=O)csc1-c1ccc(C(C)(C)C)cc1. (3) Given the product N#Cc1ccc(-c2ccc(N)c(N)c2)cc1F, predict the reactants needed to synthesize it. The reactants are: N#Cc1ccc(-c2ccc(N)c([N+](=O)[O-])c2)cc1F. (4) Given the product CCCCCCNC(=O)Oc1ccc2c(c1)C(C)(C)CN2Cc1ccncc1, predict the reactants needed to synthesize it. The reactants are: CC1(C)CN(Cc2ccncc2)c2ccc(O)cc21.CCCCCCN=C=O. (5) Given the product N#Cc1cccc(-c2ccc3c(c2)CCC3O)c1, predict the reactants needed to synthesize it. The reactants are: N#Cc1cccc(-c2ccc3c(c2)CCC3=O)c1. (6) Given the product CCc1c(CN(C)C(=O)/C=C/c2cnc3c(c2)CNCC(=O)N3)oc2ccccc12, predict the reactants needed to synthesize it. The reactants are: CCc1c(CNC)oc2ccccc12.O=C(O)C=Cc1cnc2c(c1)CNCC(=O)N2.